This data is from Reaction yield outcomes from USPTO patents with 853,638 reactions. The task is: Predict the reaction yield, written as a fraction of the theoretical maximum amount of product (1.0 means a 100% yield; for example, 0.34 means a 34% yield). (1) The reactants are C(N(C(C)C)CC)(C)C.[C:10]([O:14][C:15]([N:17]1[CH2:22][CH2:21][C:20]([NH:26][C:27]([O:29][C:30]([CH3:33])([CH3:32])[CH3:31])=[O:28])([C:23](O)=[O:24])[CH2:19][CH2:18]1)=[O:16])([CH3:13])([CH3:12])[CH3:11].CN(C(ON1N=NC2C=CC=NC1=2)=[N+](C)C)C.F[P-](F)(F)(F)(F)F.[Cl:58][C:59]1[C:64]([C:65]2[CH:70]=[CH:69][CH:68]=[CH:67][CH:66]=2)=[CH:63][C:62]([CH2:71][NH2:72])=[CH:61][CH:60]=1. The catalyst is CN(C=O)C.[Cl-].[Na+].O. The product is [C:10]([O:14][C:15]([N:17]1[CH2:22][CH2:21][C:20]([NH:26][C:27]([O:29][C:30]([CH3:32])([CH3:33])[CH3:31])=[O:28])([C:23](=[O:24])[NH:72][CH2:71][C:62]2[CH:63]=[C:64]([C:65]3[CH:66]=[CH:67][CH:68]=[CH:69][CH:70]=3)[C:59]([Cl:58])=[CH:60][CH:61]=2)[CH2:19][CH2:18]1)=[O:16])([CH3:13])([CH3:11])[CH3:12]. The yield is 0.980. (2) The reactants are [H-].[Al+3].[Li+].[H-].[H-].[H-].[F:7][C:8]1[CH:13]=[CH:12][C:11]([C@@H:14]2[CH2:19][C:18](=O)[NH:17][CH2:16][C@H:15]2[CH2:21]CC(O)=O)=[CH:10][CH:9]=1.[O:26]1CCCC1. No catalyst specified. The product is [F:7][C:8]1[CH:9]=[CH:10][C:11]([CH:14]2[CH2:19][CH2:18][NH:17][CH2:16][CH:15]2[CH2:21][OH:26])=[CH:12][CH:13]=1. The yield is 0.760. (3) The reactants are O[C:2]([C:5]1[CH:10]=[C:9]([O:11][CH3:12])[CH:8]=[CH:7][C:6]=1[OH:13])([CH3:4])[CH3:3].C([O-])=O.[NH4+]. The catalyst is CC(O)=O.O.[Pd]. The product is [CH:2]([C:5]1[CH:10]=[C:9]([O:11][CH3:12])[CH:8]=[CH:7][C:6]=1[OH:13])([CH3:4])[CH3:3]. The yield is 0.970. (4) The reactants are [CH3:1][O:2][C:3](=[O:24])/[C:4](/[C:11]1[CH:16]=[CH:15][C:14]([N:17]2[C:21]([CH3:22])=[N:20][N:19]=[N:18]2)=[C:13]([Cl:23])[CH:12]=1)=[CH:5]/[CH:6]1[CH2:10][CH2:9][CH2:8][CH2:7]1.[BH4-].[Na+]. The catalyst is CO.O.O.O.O.O.O.[Ni](Cl)Cl. The product is [CH3:1][O:2][C:3](=[O:24])[CH:4]([C:11]1[CH:16]=[CH:15][C:14]([N:17]2[C:21]([CH3:22])=[N:20][N:19]=[N:18]2)=[C:13]([Cl:23])[CH:12]=1)[CH2:5][CH:6]1[CH2:7][CH2:8][CH2:9][CH2:10]1. The yield is 0.990. (5) The reactants are [Cl:1][C:2]1[CH:7]=[CH:6][C:5]([Cl:8])=[CH:4][N:3]=1.[Li+].CC([N-]C(C)C)C.CN([CH:20]=[O:21])C.Cl.[OH-].[Na+]. The catalyst is C1COCC1.CCCCCC.CCOC(C)=O. The product is [Cl:1][C:2]1[CH:7]=[C:6]([CH:20]=[O:21])[C:5]([Cl:8])=[CH:4][N:3]=1. The yield is 0.560. (6) The reactants are [CH2:1]([N:8]1[C:13](=[O:14])[C:12]([CH3:15])=[C:11]([CH3:16])[N:10]=[C:9]1[CH:17]([NH:21][CH2:22][C:23](=[O:37])[CH2:24][CH2:25][N:26]1[C:34](=[O:35])[C:33]2[C:28](=[CH:29][CH:30]=[CH:31][CH:32]=2)[C:27]1=[O:36])[CH:18]([CH3:20])[CH3:19])[C:2]1[CH:7]=[CH:6][CH:5]=[CH:4][CH:3]=1.C(N(CC)CC)C.[C:45]1([CH3:54])[CH:50]=[CH:49][C:48]([C:51](Cl)=[O:52])=[CH:47][CH:46]=1. The catalyst is C(Cl)Cl. The product is [CH2:1]([N:8]1[C:13](=[O:14])[C:12]([CH3:15])=[C:11]([CH3:16])[N:10]=[C:9]1[CH:17]([N:21]([CH2:22][C:23](=[O:37])[CH2:24][CH2:25][N:26]1[C:34](=[O:35])[C:33]2[C:28](=[CH:29][CH:30]=[CH:31][CH:32]=2)[C:27]1=[O:36])[C:51](=[O:52])[C:48]1[CH:49]=[CH:50][C:45]([CH3:54])=[CH:46][CH:47]=1)[CH:18]([CH3:20])[CH3:19])[C:2]1[CH:3]=[CH:4][CH:5]=[CH:6][CH:7]=1. The yield is 0.700. (7) The reactants are [CH3:1][C:2]1([CH3:34])[O:6][C@@H:5]([CH2:7][N:8]2[C:16]3[C:11](=[CH:12][C:13]([N+:18]([O-:20])=[O:19])=[C:14]([F:17])[CH:15]=3)[CH:10]=[C:9]2[C:21]([CH3:33])([CH3:32])[C:22](OCC2C=CC=CC=2)=[O:23])[CH2:4][O:3]1.CC1(C)O[C@@H](CN2C3C(=CC([N+]([O-])=O)=C(F)C=3)C=C2C(C)(C)C(OC[C@H]2COC(C)(C)O2)=O)CO1.[H-].[H-].[H-].[H-].[Li+].[Al+3]. The catalyst is C1COCC1. The product is [CH3:1][C:2]1([CH3:34])[O:6][C@@H:5]([CH2:7][N:8]2[C:16]3[C:11](=[CH:12][C:13]([N+:18]([O-:20])=[O:19])=[C:14]([F:17])[CH:15]=3)[CH:10]=[C:9]2[C:21]([CH3:33])([CH3:32])[CH2:22][OH:23])[CH2:4][O:3]1. The yield is 0.490. (8) The reactants are [C:1]([O:5][C:6]([N:8]1[CH2:13][CH2:12][N:11]([C:14]2[C:15]3[C:30]([O:31][CH3:32])=[CH:29][N:28]=[CH:27][C:16]=3[N:17]=[C:18]([C:20]3[CH:25]=[CH:24][N:23]=[C:22](Cl)[CH:21]=3)[N:19]=2)[CH2:10][CH2:9]1)=[O:7])([CH3:4])([CH3:3])[CH3:2].CC1(C)C2C(=C(P(C3C=CC=CC=3)C3C=CC=CC=3)C=CC=2)OC2C(P(C3C=CC=CC=3)C3C=CC=CC=3)=CC=CC1=2.CC([O-])(C)C.[Na+].[NH2:81][C:82]1[CH:87]=[CH:86][CH:85]=[CH:84][CH:83]=1. The catalyst is C1C=CC(/C=C/C(/C=C/C2C=CC=CC=2)=O)=CC=1.C1C=CC(/C=C/C(/C=C/C2C=CC=CC=2)=O)=CC=1.[Pd].O.O1CCOCC1. The product is [C:1]([O:5][C:6]([N:8]1[CH2:13][CH2:12][N:11]([C:14]2[C:15]3[C:30]([O:31][CH3:32])=[CH:29][N:28]=[CH:27][C:16]=3[N:17]=[C:18]([C:20]3[CH:25]=[CH:24][N:23]=[C:22]([NH:81][C:82]4[CH:87]=[CH:86][CH:85]=[CH:84][CH:83]=4)[CH:21]=3)[N:19]=2)[CH2:10][CH2:9]1)=[O:7])([CH3:4])([CH3:3])[CH3:2]. The yield is 0.360.